This data is from Full USPTO retrosynthesis dataset with 1.9M reactions from patents (1976-2016). The task is: Predict the reactants needed to synthesize the given product. (1) Given the product [CH3:1][C:2]1[CH:9]=[CH:8][C:5]([CH2:6][N:10]2[CH2:15][CH2:14][NH:13][CH2:12][CH2:11]2)=[CH:4][CH:3]=1, predict the reactants needed to synthesize it. The reactants are: [CH3:1][C:2]1[CH:9]=[CH:8][C:5]([CH2:6]Cl)=[CH:4][CH:3]=1.[NH:10]1[CH2:15][CH2:14][NH:13][CH2:12][CH2:11]1. (2) Given the product [C:1]([O:5][C:6]([N:8]1[CH2:13][CH:12]=[C:11]([C:27]2[CH:26]=[CH:25][CH:24]=[C:23]([C:21](=[O:22])[NH:20][CH3:19])[CH:28]=2)[CH2:10][CH2:9]1)=[O:7])([CH3:4])([CH3:3])[CH3:2], predict the reactants needed to synthesize it. The reactants are: [C:1]([O:5][C:6]([N:8]1[CH2:13][CH:12]=[C:11](OS(C)(=O)=O)[CH2:10][CH2:9]1)=[O:7])([CH3:4])([CH3:3])[CH3:2].[CH3:19][NH:20][C:21]([C:23]1[CH:24]=[C:25](B(O)O)[CH:26]=[CH:27][CH:28]=1)=[O:22].